Dataset: Full USPTO retrosynthesis dataset with 1.9M reactions from patents (1976-2016). Task: Predict the reactants needed to synthesize the given product. (1) Given the product [CH2:18]([O:17][C:11](=[O:16])[CH2:12][C:13](=[O:15])[CH2:29][C:23]1[CH:24]=[C:25]([F:28])[CH:26]=[CH:27][C:22]=1[F:21])[CH3:19], predict the reactants needed to synthesize it. The reactants are: C(N(CC)CC)C.[Cl-].[Mg+2].[Cl-].[C:11]([O:17][CH2:18][CH3:19])(=[O:16])[CH2:12][C:13]([O-:15])=O.[K+].[F:21][C:22]1[CH:27]=[CH:26][C:25]([F:28])=[CH:24][C:23]=1[CH2:29]C(O)=O.C(N1C=CN=C1)(N1C=CN=C1)=O.Cl. (2) Given the product [F:26][C:27]([F:40])([F:39])[S:28]([O:16][C:14]1[CH:13]=[CH:12][C:11]([F:17])=[C:10]([NH:9][CH2:8][CH:6]2[CH2:5][O:4][CH2:3][C:2]([CH3:18])([CH3:1])[O:7]2)[N:15]=1)(=[O:30])=[O:29], predict the reactants needed to synthesize it. The reactants are: [CH3:1][C:2]1([CH3:18])[O:7][CH:6]([CH2:8][NH:9][C:10]2[N:15]=[C:14]([OH:16])[CH:13]=[CH:12][C:11]=2[F:17])[CH2:5][O:4][CH2:3]1.C(N(CC)CC)C.[F:26][C:27]([F:40])([F:39])[S:28](O[S:28]([C:27]([F:40])([F:39])[F:26])(=[O:30])=[O:29])(=[O:30])=[O:29].